From a dataset of Full USPTO retrosynthesis dataset with 1.9M reactions from patents (1976-2016). Predict the reactants needed to synthesize the given product. (1) Given the product [Br:1][C:2]1[S:3][CH:4]=[C:5]([CH2:7][O:8]/[N:9]=[C:10](/[C:16]2[CH:21]=[CH:20][CH:19]=[CH:18][CH:17]=2)\[C:11]2[N:12]([CH3:13])[O:14][C:22](=[O:23])[N:15]=2)[N:6]=1, predict the reactants needed to synthesize it. The reactants are: [Br:1][C:2]1[S:3][CH:4]=[C:5]([CH2:7][O:8]/[N:9]=[C:10](/[C:16]2[CH:21]=[CH:20][CH:19]=[CH:18][CH:17]=2)\[C:11](=[NH:15])[N:12]([OH:14])[CH3:13])[N:6]=1.[C:22](N1C=CN=C1)(N1C=CN=C1)=[O:23]. (2) The reactants are: [Cl:1][C:2]1[N:7]=[C:6]([NH:8][C:9]2[CH:22]=[CH:21][C:12]3[N:13]([CH3:20])[C:14]([NH:16][CH:17]([CH3:19])[CH3:18])=[N:15][C:11]=3[CH:10]=2)[CH:5]=[CH:4][N:3]=1.[C:23](=O)([O-])[O-].[Cs+].[Cs+].IC. Given the product [Cl:1][C:2]1[N:7]=[C:6]([N:8]([CH3:23])[C:9]2[CH:22]=[CH:21][C:12]3[N:13]([CH3:20])[C:14]([NH:16][CH:17]([CH3:19])[CH3:18])=[N:15][C:11]=3[CH:10]=2)[CH:5]=[CH:4][N:3]=1, predict the reactants needed to synthesize it.